This data is from Forward reaction prediction with 1.9M reactions from USPTO patents (1976-2016). The task is: Predict the product of the given reaction. (1) Given the reactants [CH2:1]([C@H:8]([NH:26]C(=O)OC(C)(C)C)[C@H:9]([OH:25])[CH2:10][NH:11][C:12]1([C:15]2[CH:20]=[CH:19][CH:18]=[C:17]([C:21]([F:24])([F:23])[F:22])[CH:16]=2)[CH2:14][CH2:13]1)[C:2]1[CH:7]=[CH:6][CH:5]=[CH:4][CH:3]=1.[ClH:34], predict the reaction product. The product is: [ClH:34].[NH2:26][C@@H:8]([CH2:1][C:2]1[CH:7]=[CH:6][CH:5]=[CH:4][CH:3]=1)[C@H:9]([OH:25])[CH2:10][NH:11][C:12]1([C:15]2[CH:20]=[CH:19][CH:18]=[C:17]([C:21]([F:22])([F:23])[F:24])[CH:16]=2)[CH2:14][CH2:13]1. (2) Given the reactants [CH:1]([C:4]1C=[CH:10][CH:9]=[CH:8][C:5]=1C#N)([CH3:3])[CH3:2].[OH-:12].[K+].Cl.[CH2:15]([OH:18])[CH2:16]O, predict the reaction product. The product is: [CH:1]([C:4]1[CH:5]=[CH:8][CH:9]=[CH:10][C:16]=1[C:15]([OH:18])=[O:12])([CH3:3])[CH3:2]. (3) Given the reactants C[O:2][C:3]([C:5]1[S:6][C:7]([C:13](=[O:23])[NH:14][CH2:15][C:16]2[CH:21]=[CH:20][CH:19]=[C:18]([OH:22])[CH:17]=2)=[CH:8][C:9]=1[CH:10]([CH3:12])[CH3:11])=[O:4].O.[OH-].[Li+].C1COCC1.Cl, predict the reaction product. The product is: [OH:22][C:18]1[CH:17]=[C:16]([CH:21]=[CH:20][CH:19]=1)[CH2:15][NH:14][C:13]([C:7]1[S:6][C:5]([C:3]([OH:4])=[O:2])=[C:9]([CH:10]([CH3:12])[CH3:11])[CH:8]=1)=[O:23]. (4) The product is: [NH2:9][C:4]1[N:3]=[C:2]([C:20]2[CH:21]=[CH:22][C:17]([C:15]([O:14][C:10]([CH3:11])([CH3:12])[CH3:13])=[O:16])=[CH:18][CH:19]=2)[C:7]([CH3:8])=[CH:6][N:5]=1. Given the reactants Cl[C:2]1[C:7]([CH3:8])=[CH:6][N:5]=[C:4]([NH2:9])[N:3]=1.[C:10]([O:14][C:15]([C:17]1[CH:22]=[CH:21][C:20](B(O)O)=[CH:19][CH:18]=1)=[O:16])([CH3:13])([CH3:12])[CH3:11].C([O-])([O-])=O.[Na+].[Na+], predict the reaction product. (5) Given the reactants [I:1][C:2]1[CH:3]=[C:4]([CH:6]=[C:7]([O:9][C:10]2[CH:15]=[CH:14][CH:13]=[CH:12][C:11]=2[O:16][CH3:17])[CH:8]=1)N.N([O-])=O.[Na+].O.[ClH:23], predict the reaction product. The product is: [Cl:23][C:4]1[CH:6]=[C:7]([O:9][C:10]2[CH:15]=[CH:14][CH:13]=[CH:12][C:11]=2[O:16][CH3:17])[CH:8]=[C:2]([I:1])[CH:3]=1. (6) Given the reactants [F:1][C:2]1[C:7]([F:8])=[CH:6][CH:5]=[CH:4][C:3]=1[C@H:9]1[CH2:15][N:14]([CH2:16][C:17]([OH:20])([CH3:19])[CH3:18])[C:13](=[O:21])[C@H:12]([N:22](C(OC(C)(C)C)=O)C(OC(C)(C)C)=O)[CH2:11][CH2:10]1.[F:37][C:38]([F:43])([F:42])[C:39]([OH:41])=[O:40], predict the reaction product. The product is: [NH2:22][C@@H:12]1[CH2:11][CH2:10][C@@H:9]([C:3]2[CH:4]=[CH:5][CH:6]=[C:7]([F:8])[C:2]=2[F:1])[CH2:15][N:14]([CH2:16][C:17]([OH:20])([CH3:18])[CH3:19])[C:13]1=[O:21].[C:39]([OH:41])([C:38]([F:43])([F:42])[F:37])=[O:40]. (7) The product is: [C:1]1([C:8]2[CH:9]=[C:10]([CH:15]=[CH:16][C:17]=2[O:18][S:26]([C:29]([F:32])([F:31])[F:30])(=[O:28])=[O:27])[C:11]([O:13][CH3:14])=[O:12])[CH2:7][CH2:6][CH2:5][CH2:4][CH2:3][CH:2]=1. Given the reactants [C:1]1([C:8]2[CH:9]=[C:10]([CH:15]=[CH:16][C:17]=2[OH:18])[C:11]([O:13][CH3:14])=[O:12])[CH2:7][CH2:6][CH2:5][CH2:4][CH2:3][CH:2]=1.C1(N([S:26]([C:29]([F:32])([F:31])[F:30])(=[O:28])=[O:27])[S:26]([C:29]([F:32])([F:31])[F:30])(=[O:28])=[O:27])C=CC=CC=1, predict the reaction product. (8) The product is: [Br:10][C:8]1[CH:7]=[C:4]([CH:3]=[C:2]([NH:17][C:13]2[CH:12]=[N:11][CH:16]=[CH:15][CH:14]=2)[CH:9]=1)[C:5]#[N:6]. Given the reactants Br[C:2]1[CH:3]=[C:4]([CH:7]=[C:8]([Br:10])[CH:9]=1)[C:5]#[N:6].[N:11]1[CH:16]=[CH:15][CH:14]=[C:13]([NH2:17])[CH:12]=1.N1C2C(=C(C3C=C(C=C(NC4C=NC=CC=4)C=3)C#N)C=CC=2)C=C1, predict the reaction product. (9) Given the reactants [CH3:1][N:2]([CH3:29])[CH2:3][CH2:4][O:5][C:6](=[O:28])[C@@H:7]([NH:20][C:21]([O:23][C:24]([CH3:27])([CH3:26])[CH3:25])=[O:22])[CH2:8][CH2:9][C:10]([O:12]CC1C=CC=CC=1)=[O:11], predict the reaction product. The product is: [CH3:29][N:2]([CH3:1])[CH2:3][CH2:4][O:5][C:6](=[O:28])[C@@H:7]([NH:20][C:21]([O:23][C:24]([CH3:25])([CH3:26])[CH3:27])=[O:22])[CH2:8][CH2:9][C:10]([OH:12])=[O:11]. (10) Given the reactants C(OC(=O)C(OC)CC1C=CC(O)=CC=1)C.ClN1C(=O)CCC1=O.[CH2:25]([O:27][C:28](=[O:41])[CH:29]([O:39][CH3:40])[CH2:30][C:31]1[CH:36]=[CH:35][C:34]([OH:37])=[C:33]([Cl:38])[CH:32]=1)[CH3:26].C(OC(=O)C(OC)CC1C=C(Cl)C(O)=C(Cl)C=1)C, predict the reaction product. The product is: [CH2:25]([O:27][C:28](=[O:41])[C@@H:29]([O:39][CH3:40])[CH2:30][C:31]1[CH:36]=[CH:35][C:34]([OH:37])=[C:33]([Cl:38])[CH:32]=1)[CH3:26].